This data is from Forward reaction prediction with 1.9M reactions from USPTO patents (1976-2016). The task is: Predict the product of the given reaction. Given the reactants [CH2:1]([N:8]1[CH2:30][CH2:29][C:11]2([NH:15][C:14](=[O:16])[N:13]([C:17]3[CH:22]=[CH:21][C:20]([O:23][C:24]([F:27])([F:26])[F:25])=[CH:19][CH:18]=3)[C:12]2=N)[CH2:10][CH2:9]1)[C:2]1[CH:7]=[CH:6][CH:5]=[CH:4][CH:3]=1.Cl.C([OH:34])C, predict the reaction product. The product is: [CH2:1]([N:8]1[CH2:30][CH2:29][C:11]2([NH:15][C:14](=[O:16])[N:13]([C:17]3[CH:22]=[CH:21][C:20]([O:23][C:24]([F:25])([F:27])[F:26])=[CH:19][CH:18]=3)[C:12]2=[O:34])[CH2:10][CH2:9]1)[C:2]1[CH:7]=[CH:6][CH:5]=[CH:4][CH:3]=1.